From a dataset of Forward reaction prediction with 1.9M reactions from USPTO patents (1976-2016). Predict the product of the given reaction. (1) The product is: [F:28][C:24]1[CH:23]=[C:22]2[C:27]([C:19]([C:16]3[CH:17]=[CH:18][C:12]4[N:11]=[C:10]([CH2:9][CH2:8][NH2:7])[NH:14][C:13]=4[CH:15]=3)=[CH:20][N:21]2[S:29]([C:32]2[CH:33]=[CH:34][CH:35]=[CH:36][CH:37]=2)(=[O:31])=[O:30])=[CH:26][CH:25]=1. Given the reactants C(OC(=O)[NH:7][CH2:8][CH2:9][C:10]1[NH:14][C:13]2[CH:15]=[C:16]([C:19]3[C:27]4[C:22](=[CH:23][C:24]([F:28])=[CH:25][CH:26]=4)[N:21]([S:29]([C:32]4[CH:37]=[CH:36][CH:35]=[CH:34][CH:33]=4)(=[O:31])=[O:30])[CH:20]=3)[CH:17]=[CH:18][C:12]=2[N:11]=1)(C)(C)C, predict the reaction product. (2) Given the reactants [C:1]([O:5][C:6]([N:8]1[CH2:13][CH2:12][CH:11]([NH:14][CH2:15][C:16]2[C:21]([CH3:22])=[CH:20][CH:19]=[CH:18][N:17]=2)[CH2:10][CH2:9]1)=[O:7])([CH3:4])([CH3:3])[CH3:2].[CH3:23][C:24]1[C:25]([CH:30]=O)=[N:26][CH:27]=[CH:28][CH:29]=1.[BH-](OC(C)=O)(OC(C)=O)OC(C)=O.[Na+], predict the reaction product. The product is: [C:1]([O:5][C:6]([N:8]1[CH2:13][CH2:12][CH:11]([N:14]([CH2:30][C:25]2[C:24]([CH3:23])=[CH:29][CH:28]=[CH:27][N:26]=2)[CH2:15][C:16]2[C:21]([CH3:22])=[CH:20][CH:19]=[CH:18][N:17]=2)[CH2:10][CH2:9]1)=[O:7])([CH3:4])([CH3:3])[CH3:2]. (3) The product is: [CH:2]([CH:15]1[C:20](=[O:21])[CH2:19][CH2:18][N:17]([S:37]([C:31]2[CH:32]=[CH:33][C:34]([CH3:36])=[CH:35][C:30]=2[O:29][CH3:28])(=[O:39])=[O:38])[CH2:16]1)([C:9]1[CH:14]=[CH:13][CH:12]=[CH:11][CH:10]=1)[C:3]1[CH:4]=[CH:5][CH:6]=[CH:7][CH:8]=1. Given the reactants Cl.[CH:2]([CH:15]1[C:20](=[O:21])[CH2:19][CH2:18][NH:17][CH2:16]1)([C:9]1[CH:14]=[CH:13][CH:12]=[CH:11][CH:10]=1)[C:3]1[CH:8]=[CH:7][CH:6]=[CH:5][CH:4]=1.C(NCC)(C)C.[CH3:28][O:29][C:30]1[CH:35]=[C:34]([CH3:36])[CH:33]=[CH:32][C:31]=1[S:37](Cl)(=[O:39])=[O:38].C(OC(C)C)(C)C, predict the reaction product. (4) Given the reactants [CH3:1][N:2]1[C:6]([CH2:7][O:8][CH2:9][C:10]2[CH:11]=[C:12]([N:16]3[C:20]4[CH:21]=[CH:22][C:23]([C:25](=O)[CH3:26])=[CH:24][C:19]=4[N:18]=[CH:17]3)[CH:13]=[CH:14][CH:15]=2)=[N:5][CH:4]=[N:3]1.[CH2:28]([O:30][NH2:31])[CH3:29], predict the reaction product. The product is: [CH2:28]([O:30][N:31]=[C:25]([C:23]1[CH:22]=[CH:21][C:20]2[N:16]([C:12]3[CH:13]=[CH:14][CH:15]=[C:10]([CH2:9][O:8][CH2:7][C:6]4[N:2]([CH3:1])[N:3]=[CH:4][N:5]=4)[CH:11]=3)[CH:17]=[N:18][C:19]=2[CH:24]=1)[CH3:26])[CH3:29]. (5) Given the reactants [Br:1][C:2]1[CH:3]=[C:4]2[C:8](=[CH:9][C:10]=1[NH2:11])[N:7]([S:12]([C:15]1[CH:20]=[CH:19][C:18]([CH3:21])=[CH:17][CH:16]=1)(=[O:14])=[O:13])[N:6]=[C:5]2[CH3:22].N1C=CC=CC=1.[C:29](Cl)(Cl)=[O:30], predict the reaction product. The product is: [Br:1][C:2]1[CH:3]=[C:4]2[C:8](=[CH:9][C:10]=1[N:11]=[C:29]=[O:30])[N:7]([S:12]([C:15]1[CH:20]=[CH:19][C:18]([CH3:21])=[CH:17][CH:16]=1)(=[O:14])=[O:13])[N:6]=[C:5]2[CH3:22]. (6) Given the reactants C[O:2][C:3]([C:5]1[N:6]=[CH:7][O:8][C:9]=1[C:10]1[CH:15]=[CH:14][C:13]([CH3:16])=[C:12]([CH3:17])[CH:11]=1)=[O:4].COC(C1N=C(N(C)C)SC=1C1C=CC=C(OC)C=1)=O, predict the reaction product. The product is: [CH3:17][C:12]1[CH:11]=[C:10]([C:9]2[O:8][CH:7]=[N:6][C:5]=2[C:3]([OH:4])=[O:2])[CH:15]=[CH:14][C:13]=1[CH3:16]. (7) Given the reactants C(OC(=O)[NH:7][C:8]1[CH:13]=[CH:12][C:11]([C:14]([F:17])([F:16])[F:15])=[CH:10][C:9]=1[NH:18][C:19](=[O:37])[CH2:20][C:21]([C:23]1[CH:28]=[CH:27][CH:26]=[C:25]([C:29]2[CH:34]=[CH:33][N:32]=[C:31]([C:35]#[N:36])[CH:30]=2)[CH:24]=1)=O)(C)(C)C.C(O)(C(F)(F)F)=O, predict the reaction product. The product is: [O:37]=[C:19]1[CH2:20][C:21]([C:23]2[CH:24]=[C:25]([C:29]3[CH:34]=[CH:33][N:32]=[C:31]([C:35]#[N:36])[CH:30]=3)[CH:26]=[CH:27][CH:28]=2)=[N:7][C:8]2[CH:13]=[CH:12][C:11]([C:14]([F:17])([F:16])[F:15])=[CH:10][C:9]=2[NH:18]1. (8) The product is: [C:1]1([N:7]2[C:11]([C:12]([F:15])([F:14])[F:13])=[C:10]([C:16]3[O:20][N:19]=[C:18]4[C:21]5[C:26]([CH2:27][CH2:28][C:17]=34)=[CH:25][C:24]([CH:29]=[O:35])=[CH:23][CH:22]=5)[CH:9]=[N:8]2)[CH:6]=[CH:5][CH:4]=[CH:3][CH:2]=1. Given the reactants [C:1]1([N:7]2[C:11]([C:12]([F:15])([F:14])[F:13])=[C:10]([C:16]3[O:20][N:19]=[C:18]4[C:21]5[C:26]([CH2:27][CH2:28][C:17]=34)=[CH:25][C:24]([CH:29]=C)=[CH:23][CH:22]=5)[CH:9]=[N:8]2)[CH:6]=[CH:5][CH:4]=[CH:3][CH:2]=1.C[N+]1([O-])CC[O:35]CC1.I([O-])(=O)(=O)=O.[Na+], predict the reaction product. (9) Given the reactants C(O)(C(F)(F)F)=O.COC1C=C(OC)C=CC=1C[N:13]([C:37]1[S:38][CH:39]=[CH:40][N:41]=1)[S:14]([C:17]1[CH:36]=[CH:35][C:20]([C:21]([NH:23][CH2:24][C:25]2[CH:30]=[CH:29][C:28]([C:31]([F:34])([F:33])[F:32])=[CH:27][CH:26]=2)=[O:22])=[CH:19][N:18]=1)(=[O:16])=[O:15].C(Cl)Cl.C(N(CC)CC)C, predict the reaction product. The product is: [S:38]1[CH:39]=[CH:40][N:41]=[C:37]1[NH:13][S:14]([C:17]1[CH:36]=[CH:35][C:20]([C:21]([NH:23][CH2:24][C:25]2[CH:30]=[CH:29][C:28]([C:31]([F:33])([F:34])[F:32])=[CH:27][CH:26]=2)=[O:22])=[CH:19][N:18]=1)(=[O:15])=[O:16].